This data is from Forward reaction prediction with 1.9M reactions from USPTO patents (1976-2016). The task is: Predict the product of the given reaction. Given the reactants OC(C(F)(F)F)=O.[Br:8][C:9]1[CH:10]=[C:11]([C:15]2([C:23]#[N:24])[CH2:21][C@H:20]3[NH:22][C@H:17]([CH:18]=[CH:19]3)[CH2:16]2)[CH:12]=[N:13][CH:14]=1.CCN(C(C)C)C(C)C.Br[CH2:35][CH2:36][CH2:37][C:38]([F:41])([F:40])[F:39], predict the reaction product. The product is: [Br:8][C:9]1[CH:10]=[C:11]([C:15]2([C:23]#[N:24])[CH2:21][C@@H:20]3[N:22]([CH2:35][CH2:36][CH2:37][C:38]([F:41])([F:40])[F:39])[C@@H:17]([CH:18]=[CH:19]3)[CH2:16]2)[CH:12]=[N:13][CH:14]=1.